This data is from Forward reaction prediction with 1.9M reactions from USPTO patents (1976-2016). The task is: Predict the product of the given reaction. (1) Given the reactants [Na].[F:2][C:3]([F:22])([S:18]([OH:21])(=[O:20])=[O:19])[C:4]([O:6][C:7]12[CH2:16][CH:11]3[CH2:12][CH:13]([CH2:15][CH:9]([C:10]3=[O:17])[CH2:8]1)[CH2:14]2)=[O:5].[Br-].[O:24]=[C:25]([C:32]1[CH:37]=[CH:36][CH:35]=[CH:34][CH:33]=1)[CH2:26][S+:27]1[CH2:31][CH2:30][CH2:29][CH2:28]1, predict the reaction product. The product is: [O:17]=[C:10]1[CH:11]2[CH2:16][C:7]3([O:6][C:4]([C:3]([F:22])([F:2])[S:18]([O-:21])(=[O:19])=[O:20])=[O:5])[CH2:14][CH:13]([CH2:15][CH:9]1[CH2:8]3)[CH2:12]2.[O:24]=[C:25]([C:32]1[CH:37]=[CH:36][CH:35]=[CH:34][CH:33]=1)[CH2:26][S+:27]1[CH2:28][CH2:29][CH2:30][CH2:31]1. (2) Given the reactants [C:1]([CH:3]1[CH2:8][CH2:7][N:6](C(OC(C)(C)C)=O)[CH2:5][CH:4]1[S:16][CH3:17])#[N:2].[ClH:18], predict the reaction product. The product is: [ClH:18].[CH3:17][S:16][CH:4]1[CH:3]([C:1]#[N:2])[CH2:8][CH2:7][NH:6][CH2:5]1. (3) The product is: [Br:21][C:18]1[CH:19]=[CH:20][C:15]([C:14]2[C:10]3[CH:9]=[CH:8][C:7]([O:6][CH2:5][CH2:4][CH2:3][CH2:2][N:24]4[CH:28]=[CH:27][N:26]=[CH:25]4)=[CH:23][C:11]=3[S:12][C:13]=2[CH3:22])=[CH:16][CH:17]=1. Given the reactants Br[CH2:2][CH2:3][CH2:4][CH2:5][O:6][C:7]1[CH:8]=[CH:9][C:10]2[C:14]([C:15]3[CH:20]=[CH:19][C:18]([Br:21])=[CH:17][CH:16]=3)=[C:13]([CH3:22])[S:12][C:11]=2[CH:23]=1.[NH:24]1[CH:28]=[CH:27][N:26]=[CH:25]1.[H-].[Na+], predict the reaction product. (4) The product is: [CH3:35][O:34][C:32]([C:31]1[C:3]([OH:2])=[C:5]2[C:6](=[CH:19][N:20]=1)[N:7]([CH2:13][CH:14]1[CH2:18][CH2:17][CH2:16][CH2:15]1)[C:8](=[O:12])[C:9]([Br:11])=[CH:10]2)=[O:33]. Given the reactants C[O:2][C:3]([C:5]1[CH:10]=[C:9]([Br:11])[C:8](=[O:12])[N:7]([CH2:13][CH:14]2[CH2:18][CH2:17][CH2:16][CH2:15]2)[C:6]=1[CH2:19][N:20]([CH2:31][C:32]([O:34][CH3:35])=[O:33])S(C1C=CC(C)=CC=1)(=O)=O)=O.C[O-].[Na+].Cl, predict the reaction product. (5) Given the reactants [CH3:1][O:2][C:3]1[CH:8]=[CH:7][C:6]([CH2:9][O:10][C@H:11]([C@@H:13]([C@@H:19]([O:22][CH2:23][CH2:24][CH3:25])[CH:20]=C)[CH2:14][CH2:15][CH:16]([CH3:18])[CH3:17])[CH3:12])=[CH:5][CH:4]=1.C([O-])(O)=[O:27].[Na+].C(=O)=O.CC(C)=O.[I-].[K+].[BH4-].[Na+], predict the reaction product. The product is: [CH3:1][O:2][C:3]1[CH:4]=[CH:5][C:6]([CH2:9][O:10][C@H:11]([C@H:13]([CH2:14][CH2:15][CH:16]([CH3:17])[CH3:18])[C@@H:19]([O:22][CH2:23][CH2:24][CH3:25])[CH2:20][OH:27])[CH3:12])=[CH:7][CH:8]=1.